Dataset: Catalyst prediction with 721,799 reactions and 888 catalyst types from USPTO. Task: Predict which catalyst facilitates the given reaction. Reactant: Br[C:2]1[C:3]([O:9][CH3:10])=[N:4][CH:5]=[CH:6][C:7]=1[CH3:8].[B:11]1([B:11]2[O:15][C:14]([CH3:17])([CH3:16])[C:13]([CH3:19])([CH3:18])[O:12]2)[O:15][C:14]([CH3:17])([CH3:16])[C:13]([CH3:19])([CH3:18])[O:12]1.C(Cl)Cl.CC([O-])=O.[K+]. Product: [CH3:10][O:9][C:3]1[C:2]([B:11]2[O:15][C:14]([CH3:17])([CH3:16])[C:13]([CH3:19])([CH3:18])[O:12]2)=[C:7]([CH3:8])[CH:6]=[CH:5][N:4]=1. The catalyst class is: 431.